Dataset: Catalyst prediction with 721,799 reactions and 888 catalyst types from USPTO. Task: Predict which catalyst facilitates the given reaction. (1) Reactant: [Br:1][C:2]1[N:3]=[C:4]2[C:10]([CH:11]=[O:12])=[CH:9][N:8]([CH2:13][O:14][CH2:15][CH2:16][Si:17]([CH3:20])([CH3:19])[CH3:18])[C:5]2=[N:6][CH:7]=1.S(=O)(=O)([OH:23])N.Cl([O-])=O.[Na+].P([O-])(O)(O)=O.[K+]. Product: [Br:1][C:2]1[N:3]=[C:4]2[C:10]([C:11]([OH:23])=[O:12])=[CH:9][N:8]([CH2:13][O:14][CH2:15][CH2:16][Si:17]([CH3:20])([CH3:19])[CH3:18])[C:5]2=[N:6][CH:7]=1. The catalyst class is: 38. (2) Reactant: [CH2:1]([O:8][C:9]1[C:13]([CH:14]=[O:15])=[C:12]([C:16]2[CH:21]=[CH:20][C:19]([O:22][CH3:23])=[CH:18][CH:17]=2)[N:11]([CH:24]([CH3:26])[CH3:25])[N:10]=1)[C:2]1[CH:7]=[CH:6][CH:5]=[CH:4][CH:3]=1.[CH3:27][O:28][C:29]1[CH:34]=[CH:33][C:32]([Mg]Br)=[CH:31][CH:30]=1.O. Product: [CH2:1]([O:8][C:9]1[C:13]([CH:14]([C:32]2[CH:33]=[CH:34][C:29]([O:28][CH3:27])=[CH:30][CH:31]=2)[OH:15])=[C:12]([C:16]2[CH:17]=[CH:18][C:19]([O:22][CH3:23])=[CH:20][CH:21]=2)[N:11]([CH:24]([CH3:26])[CH3:25])[N:10]=1)[C:2]1[CH:7]=[CH:6][CH:5]=[CH:4][CH:3]=1. The catalyst class is: 7. (3) Reactant: [O:1]1[C:6]2[CH:7]=[CH:8][CH:9]=[CH:10][C:5]=2[O:4][CH2:3][CH:2]1[CH2:11][N:12]1[CH2:17][CH2:16][CH2:15][C:14]([CH2:19][OH:20])([CH3:18])[CH2:13]1.N1C=CC=CC=1.C(Cl)Cl.[C:30](OC(=O)C)(=[O:32])[CH3:31]. Product: [O:1]1[C:6]2[CH:7]=[CH:8][CH:9]=[CH:10][C:5]=2[O:4][CH2:3][CH:2]1[CH2:11][N:12]1[CH2:17][CH2:16][CH2:15][C:14]([CH2:19][O:20][C:30](=[O:32])[CH3:31])([CH3:18])[CH2:13]1. The catalyst class is: 6.